This data is from Peptide-MHC class II binding affinity with 134,281 pairs from IEDB. The task is: Regression. Given a peptide amino acid sequence and an MHC pseudo amino acid sequence, predict their binding affinity value. This is MHC class II binding data. (1) The peptide sequence is EAAVKQAYAATVAAA. The MHC is DRB1_0701 with pseudo-sequence DRB1_0701. The binding affinity (normalized) is 0.642. (2) The peptide sequence is EFERAICDMKMAVNN. The MHC is DRB1_0101 with pseudo-sequence DRB1_0101. The binding affinity (normalized) is 0.751. (3) The peptide sequence is AAATAGTTVYGAMAA. The MHC is HLA-DQA10501-DQB10301 with pseudo-sequence HLA-DQA10501-DQB10301. The binding affinity (normalized) is 0.586.